Dataset: Reaction yield outcomes from USPTO patents with 853,638 reactions. Task: Predict the reaction yield, written as a fraction of the theoretical maximum amount of product (1.0 means a 100% yield; for example, 0.34 means a 34% yield). (1) The reactants are [F:1][C:2]1[CH:34]=[CH:33][CH:32]=[C:31]([F:35])[C:3]=1[C:4]([N:6]1[C:11](=[O:12])[N:10]([C:13]2[CH:18]=[CH:17][C:16]([S:19][C:20]([F:29])([F:28])[C:21]([F:27])([F:26])[C:22]([F:25])([F:24])[F:23])=[CH:15][C:14]=2[F:30])[CH2:9][O:8][CH2:7]1)=[O:5].C1C=C(Cl)C=C(C(OO)=[O:44])C=1. The catalyst is C(Cl)(Cl)Cl. The product is [F:1][C:2]1[CH:34]=[CH:33][CH:32]=[C:31]([F:35])[C:3]=1[C:4]([N:6]1[C:11](=[O:12])[N:10]([C:13]2[CH:18]=[CH:17][C:16]([S:19]([C:20]([F:29])([F:28])[C:21]([F:26])([F:27])[C:22]([F:23])([F:24])[F:25])=[O:44])=[CH:15][C:14]=2[F:30])[CH2:9][O:8][CH2:7]1)=[O:5]. The yield is 0.830. (2) The reactants are C[O:2][C:3]([C:5]1[C:6]([C:24]2[CH:29]=[CH:28][C:27]([C:30](O)=[O:31])=[CH:26][CH:25]=2)=[CH:7][CH:8]=[C:9]([C:11]2[S:12][CH:13]=[C:14]([C:16]3[CH:21]=[CH:20][C:19]([Cl:22])=[C:18]([Cl:23])[CH:17]=3)[N:15]=2)[CH:10]=1)=[O:4].[F:33][C:34]1[CH:35]=[C:36]([CH:39]=[CH:40][CH:41]=1)[CH2:37][NH2:38]. No catalyst specified. The product is [Cl:23][C:18]1[CH:17]=[C:16]([C:14]2[N:15]=[C:11]([C:9]3[CH:10]=[C:5]([C:3]([OH:2])=[O:4])[C:6]([C:24]4[CH:25]=[CH:26][C:27]([C:30](=[O:31])[NH:38][CH2:37][C:36]5[CH:39]=[CH:40][CH:41]=[C:34]([F:33])[CH:35]=5)=[CH:28][CH:29]=4)=[CH:7][CH:8]=3)[S:12][CH:13]=2)[CH:21]=[CH:20][C:19]=1[Cl:22]. The yield is 0.740. (3) The reactants are Br[C:2]1[CH:3]=[N:4][CH:5]=[C:6]([CH2:8][O:9][CH2:10][C:11]2([C:17]3[CH:22]=[CH:21][CH:20]=[CH:19][CH:18]=3)[CH2:16][CH2:15][NH:14][CH2:13][CH2:12]2)[CH:7]=1.[C:23]([C:25]1[CH:30]=[CH:29][C:28](B(O)O)=[CH:27][CH:26]=1)#[N:24].C(O)(C(F)(F)F)=O. No catalyst specified. The product is [C:17]1([C:11]2([CH2:10][O:9][CH2:8][C:6]3[CH:7]=[C:2]([C:28]4[CH:29]=[CH:30][C:25]([C:23]#[N:24])=[CH:26][CH:27]=4)[CH:3]=[N:4][CH:5]=3)[CH2:16][CH2:15][NH:14][CH2:13][CH2:12]2)[CH:22]=[CH:21][CH:20]=[CH:19][CH:18]=1. The yield is 0.640. (4) The reactants are [Cl:1][C:2]1[CH:7]=[CH:6][C:5]([S:8]([CH2:11][C:12]2[CH:17]=[C:16]([F:18])[CH:15]=[CH:14][C:13]=2[F:19])(=[O:10])=[O:9])=[CH:4][CH:3]=1.O[CH:21]1[CH2:26][CH2:25][N:24]([C:27]([O:29][C:30]([CH3:33])([CH3:32])[CH3:31])=[O:28])[CH2:23][CH2:22]1.C(C=P(CCCC)(CCCC)CCCC)#N. The catalyst is C1(C)C=CC=CC=1.C(OCC)C. The product is [Cl:1][C:2]1[CH:7]=[CH:6][C:5]([S:8]([CH:11]([C:12]2[CH:17]=[C:16]([F:18])[CH:15]=[CH:14][C:13]=2[F:19])[CH:21]2[CH2:26][CH2:25][N:24]([C:27]([O:29][C:30]([CH3:33])([CH3:32])[CH3:31])=[O:28])[CH2:23][CH2:22]2)(=[O:10])=[O:9])=[CH:4][CH:3]=1. The yield is 0.840. (5) The reactants are C[O:2][C:3]([C:5]1[CH:10]=[CH:9][C:8]([CH2:11][S:12]([NH:15][CH2:16][B:17]([OH:19])[OH:18])(=[O:14])=[O:13])=[CH:7][CH:6]=1)=[O:4].OC(C(O)(C)C)(C)C.Cl. The catalyst is O. The product is [C:3]([C:5]1[CH:6]=[CH:7][C:8]([CH2:11][S:12]([NH:15][CH2:16][B:17]([OH:18])[OH:19])(=[O:14])=[O:13])=[CH:9][CH:10]=1)([OH:4])=[O:2]. The yield is 0.860. (6) The reactants are C[Si]([N-][Si](C)(C)C)(C)C.[Li+].[C:11]1([CH:17]([CH3:21])[C:18]([OH:20])=[O:19])[CH:16]=[CH:15][CH:14]=[CH:13][CH:12]=1.Br[CH2:23][CH2:24][C@@H:25]([CH3:28])[CH2:26][CH3:27]. The catalyst is O1CCCC1. The product is [CH3:21][C:17]([C:11]1[CH:16]=[CH:15][CH:14]=[CH:13][CH:12]=1)([CH2:23][CH2:24][C@@H:25]([CH3:28])[CH2:26][CH3:27])[C:18]([OH:20])=[O:19]. The yield is 0.900. (7) The reactants are [CH2:1]([C:5]1[N:10]2[N:11]=[CH:12][CH:13]=[C:9]2[N:8]([C@H:14]2[CH2:19][CH2:18][C@H:17]([O:20][CH2:21][C:22](N(OC)C)=[O:23])[CH2:16][CH2:15]2)[C:7](=[O:28])[C:6]=1[CH2:29][C:30]1[CH:35]=[CH:34][C:33]([C:36]2[CH:41]=[CH:40][CH:39]=[CH:38][C:37]=2[C:42]#[N:43])=[CH:32][CH:31]=1)[CH2:2][CH2:3][CH3:4].[CH3:44][Mg]Br.C(OCC)(=O)C.[Cl-].[NH4+]. The catalyst is O1CCCC1. The product is [CH2:1]([C:5]1[N:10]2[N:11]=[CH:12][CH:13]=[C:9]2[N:8]([C@H:14]2[CH2:15][CH2:16][C@H:17]([O:20][CH2:21][CH:22]([OH:23])[CH3:44])[CH2:18][CH2:19]2)[C:7](=[O:28])[C:6]=1[CH2:29][C:30]1[CH:35]=[CH:34][C:33]([C:36]2[C:37]([C:42]#[N:43])=[CH:38][CH:39]=[CH:40][CH:41]=2)=[CH:32][CH:31]=1)[CH2:2][CH2:3][CH3:4]. The yield is 0.980.